Dataset: Catalyst prediction with 721,799 reactions and 888 catalyst types from USPTO. Task: Predict which catalyst facilitates the given reaction. (1) Reactant: [NH:1]1[CH2:6][CH2:5][CH2:4][CH2:3][CH2:2]1.CN(C)C=O.[C:12]([O:16][C:17]([N:19]1[CH2:24][CH2:23][CH:22]([O:25][C:26]2[N:31]=[CH:30][C:29]([C:32]([O:34]C3C=CC=CC=3)=O)=[CH:28][N:27]=2)[CH2:21][CH2:20]1)=[O:18])([CH3:15])([CH3:14])[CH3:13]. Product: [C:12]([O:16][C:17]([N:19]1[CH2:24][CH2:23][CH:22]([O:25][C:26]2[N:27]=[CH:28][C:29]([C:32]([N:1]3[CH2:6][CH2:5][CH2:4][CH2:3][CH2:2]3)=[O:34])=[CH:30][N:31]=2)[CH2:21][CH2:20]1)=[O:18])([CH3:15])([CH3:13])[CH3:14]. The catalyst class is: 6. (2) Reactant: [Cl:1][C:2]1[C:3]2[CH:10]=[CH:9][NH:8][C:4]=2[N:5]=[CH:6][N:7]=1.C1C(=O)N([I:18])C(=O)C1. Product: [Cl:1][C:2]1[C:3]2[C:10]([I:18])=[CH:9][NH:8][C:4]=2[N:5]=[CH:6][N:7]=1. The catalyst class is: 3. (3) Reactant: Cl.[CH3:2][C:3]1[CH:8]=[CH:7][CH:6]=[C:5]([CH3:9])[C:4]=1[NH:10][NH2:11].C[O-].[Na+].C(O[CH:18]=[CH:19][C:20]#[N:21])C. Product: [CH3:2][C:3]1[CH:8]=[CH:7][CH:6]=[C:5]([CH3:9])[C:4]=1[N:10]1[CH:18]=[CH:19][C:20]([NH2:21])=[N:11]1. The catalyst class is: 8. (4) Reactant: O[CH2:2][CH2:3][N:4]([CH2:17][CH2:18][C:19]1[CH:24]=[CH:23][CH:22]=[CH:21][CH:20]=1)[C:5]([NH:7][CH2:8][CH2:9][CH2:10][C:11]1[CH:16]=[CH:15][N:14]=[CH:13][CH:12]=1)=[S:6].C1(P(C2C=CC=CC=2)C2C=CC=CC=2)C=CC=CC=1.N(C(OC(C)C)=O)=NC(OC(C)C)=O.C(OCC)(=O)C. Product: [CH2:17]([N:4]1[CH2:3][CH2:2][N:7]([CH2:8][CH2:9][CH2:10][C:11]2[CH:16]=[CH:15][N:14]=[CH:13][CH:12]=2)[C:5]1=[S:6])[CH2:18][C:19]1[CH:24]=[CH:23][CH:22]=[CH:21][CH:20]=1. The catalyst class is: 7.